From a dataset of Forward reaction prediction with 1.9M reactions from USPTO patents (1976-2016). Predict the product of the given reaction. (1) Given the reactants O[C:2]1[CH:3]=[C:4]([CH:8]=[CH:9][C:10]=1[I:11])[C:5]([OH:7])=[O:6].[C:12](=O)([O-])[O-].[K+].[K+].S([O:23][CH3:24])(OC)(=O)=O, predict the reaction product. The product is: [I:11][C:10]1[CH:9]=[CH:8][C:4]([C:5]([O:7][CH3:12])=[O:6])=[CH:3][C:2]=1[O:23][CH3:24]. (2) Given the reactants Br[C:2]1[CH:3]=[C:4]([C:9]2[C:10]([C:14]3[CH:19]=[CH:18][CH:17]=[C:16]([CH3:20])[N:15]=3)=[N:11][NH:12][CH:13]=2)[CH:5]=[CH:6][C:7]=1[F:8].[CH2:21]([N:23]1[CH:27]=[C:26](B2OC(C)(C)C(C)(C)O2)[CH:25]=[N:24]1)[CH3:22].O, predict the reaction product. The product is: [CH2:21]([N:23]1[CH:27]=[C:26]([C:2]2[CH:3]=[C:4]([C:9]3[C:10]([C:14]4[CH:19]=[CH:18][CH:17]=[C:16]([CH3:20])[N:15]=4)=[N:11][NH:12][CH:13]=3)[CH:5]=[CH:6][C:7]=2[F:8])[CH:25]=[N:24]1)[CH3:22]. (3) Given the reactants C([O:5][C:6](=[O:47])[CH2:7][CH2:8][N:9](C(OC(C)(C)C)=O)[CH2:10][C:11]([N:13]1[C:21]2[C:16](=[CH:17][C:18]([O:22][CH2:23][C:24]3[CH:29]=[CH:28][C:27]([CH:30]4[CH2:35][CH2:34][CH2:33][CH2:32][CH2:31]4)=[C:26]([C:36]([F:39])([F:38])[F:37])[CH:25]=3)=[CH:19][CH:20]=2)[CH2:15][CH2:14]1)=[O:12])(C)(C)C.[ClH:48].O1CCOCC1, predict the reaction product. The product is: [ClH:48].[CH:30]1([C:27]2[CH:28]=[CH:29][C:24]([CH2:23][O:22][C:18]3[CH:17]=[C:16]4[C:21](=[CH:20][CH:19]=3)[N:13]([C:11](=[O:12])[CH2:10][NH:9][CH2:8][CH2:7][C:6]([OH:47])=[O:5])[CH2:14][CH2:15]4)=[CH:25][C:26]=2[C:36]([F:39])([F:37])[F:38])[CH2:35][CH2:34][CH2:33][CH2:32][CH2:31]1. (4) Given the reactants [CH2:1]([O:4][C:5]1[CH:10]=[CH:9][CH:8]=[CH:7][C:6]=1[CH2:11][NH2:12])[CH:2]=[CH2:3].CCN(CC)CC.[C:20]([NH:27][C:28]([NH:37][C:38]([O:40][C:41]([CH3:44])([CH3:43])[CH3:42])=[O:39])=[N:29]S(C(F)(F)F)(=O)=O)([O:22][C:23]([CH3:26])([CH3:25])[CH3:24])=[O:21], predict the reaction product. The product is: [NH2:29][C:28]([NH2:37])=[NH:27].[CH3:44][C:41]([O:40][C:38]([NH:37][CH:28]([NH:12][CH2:11][C:6]1[CH:7]=[CH:8][CH:9]=[CH:10][C:5]=1[O:4][CH2:1][CH2:2][CH3:3])[NH:27][C:20](=[O:21])[O:22][C:23]([CH3:26])([CH3:25])[CH3:24])=[O:39])([CH3:42])[CH3:43]. (5) The product is: [N:13]1[O:14][N:15]=[C:11]2[CH:10]=[C:9]([CH2:8][CH2:7][N:1]3[CH2:6][CH2:5][N:4]([CH2:31][C@@H:29]([C:20]4[CH:21]=[CH:22][C:23]5[C:24](=[O:28])[O:25][CH2:26][C:27]=5[C:19]=4[CH3:18])[OH:30])[CH2:3][CH2:2]3)[CH:17]=[CH:16][C:12]=12. Given the reactants [N:1]1([CH2:7][CH2:8][C:9]2[CH:17]=[CH:16][C:12]3=[N:13][O:14][N:15]=[C:11]3[CH:10]=2)[CH2:6][CH2:5][NH:4][CH2:3][CH2:2]1.[CH3:18][C:19]1[C:27]2[CH2:26][O:25][C:24](=[O:28])[C:23]=2[CH:22]=[CH:21][C:20]=1[C@@H:29]1[CH2:31][O:30]1, predict the reaction product. (6) Given the reactants Br[C:2]1[CH:9]=[CH:8][C:5]([C:6]#[N:7])=[C:4]([CH3:10])[CH:3]=1.O1CCCCC1[N:17]1[C:21](B2OC(C)(C)C(C)(C)O2)=[CH:20][CH:19]=[N:18]1, predict the reaction product. The product is: [CH3:10][C:4]1[CH:3]=[C:2]([C:21]2[CH:20]=[CH:19][NH:18][N:17]=2)[CH:9]=[CH:8][C:5]=1[C:6]#[N:7]. (7) Given the reactants [H-].[Al+3].[Li+].[H-].[H-].[H-].[CH3:7][O:8][C:9]1[CH:10]=[C:11]([CH:15]=[CH:16][C:17]=1[C:18]([F:21])([F:20])[F:19])[C:12](O)=[O:13].[OH-].[Na+], predict the reaction product. The product is: [CH3:7][O:8][C:9]1[CH:10]=[C:11]([CH:15]=[CH:16][C:17]=1[C:18]([F:19])([F:20])[F:21])[CH2:12][OH:13].